Predict the reactants needed to synthesize the given product. From a dataset of Full USPTO retrosynthesis dataset with 1.9M reactions from patents (1976-2016). (1) The reactants are: Cl.[Cl:2][C:3]1[CH:4]=[CH:5][C:6]([O:20][CH2:21][C:22]2[CH:27]=CC=C[CH:23]=2)=[C:7]([CH2:9][C:10]2[S:11][CH:12]=[C:13]([C:15](=[NH:19])[O:16][CH2:17][CH3:18])[N:14]=2)[CH:8]=1.ClC1C=CC(OCC(C)C)=C(CC2SC=C(C#N)N=2)C=1. Given the product [ClH:2].[Cl:2][C:3]1[CH:4]=[CH:5][C:6]([O:20][CH2:21][CH:22]([CH3:23])[CH3:27])=[C:7]([CH2:9][C:10]2[S:11][CH:12]=[C:13]([C:15](=[NH:19])[O:16][CH2:17][CH3:18])[N:14]=2)[CH:8]=1, predict the reactants needed to synthesize it. (2) Given the product [NH2:18][C:14]1[C:13]([C:9]2[N:10]([CH2:11][CH3:12])[C:6]3[CH:5]=[C:4]([O:19][CH2:20][C:21]4[CH:26]=[CH:25][CH:24]=[CH:23][CH:22]=4)[N:3]=[C:2]([C:31]#[C:30][C:28]([CH3:29])([OH:32])[CH3:27])[C:7]=3[N:8]=2)=[N:17][O:16][N:15]=1, predict the reactants needed to synthesize it. The reactants are: Cl[C:2]1[C:7]2[N:8]=[C:9]([C:13]3[C:14]([NH2:18])=[N:15][O:16][N:17]=3)[N:10]([CH2:11][CH3:12])[C:6]=2[CH:5]=[C:4]([O:19][CH2:20][C:21]2[CH:26]=[CH:25][CH:24]=[CH:23][CH:22]=2)[N:3]=1.[CH3:27][C:28]([OH:32])([C:30]#[CH:31])[CH3:29]. (3) Given the product [NH2:26][C:17]1[C:16]2[N:15]=[C:14]([CH2:27][O:28][CH2:29][CH3:30])[N:13]([CH2:12][C:11]([NH:10][C:8](=[O:9])[CH2:7][CH2:6][CH2:5][CH2:4][CH2:3][NH:2][C:48](=[O:47])[CH2:50][CH2:51][S:52][S:53][C:54]3[CH:55]=[CH:56][CH:57]=[CH:58][N:59]=3)([CH3:31])[CH3:32])[C:25]=2[C:24]2[CH:23]=[CH:22][CH:21]=[CH:20][C:19]=2[N:18]=1, predict the reactants needed to synthesize it. The reactants are: Cl.[NH2:2][CH2:3][CH2:4][CH2:5][CH2:6][CH2:7][C:8]([NH:10][C:11]([CH3:32])([CH3:31])[CH2:12][N:13]1[C:25]2[C:24]3[CH:23]=[CH:22][CH:21]=[CH:20][C:19]=3[N:18]=[C:17]([NH2:26])[C:16]=2[N:15]=[C:14]1[CH2:27][O:28][CH2:29][CH3:30])=[O:9].C(N(CC)CC)C.C1C(=O)N([O:47][C:48]([CH2:50][CH2:51][S:52][S:53][C:54]2[N:59]=[CH:58][CH:57]=[CH:56][CH:55]=2)=O)C(=O)C1. (4) Given the product [F:1][C:2]1[CH:3]=[C:4]([N:18]2[C:22]3=[N:23][CH:24]=[CH:25][CH:26]=[C:21]3[C:20]([C:27]([NH2:31])=[O:29])=[N:19]2)[CH:5]=[C:6]([C:8]#[C:9][C@:10]2([OH:17])[CH2:14][CH2:13][N:12]([CH3:15])[C:11]2=[O:16])[CH:7]=1, predict the reactants needed to synthesize it. The reactants are: [F:1][C:2]1[CH:3]=[C:4]([N:18]2[C:22]3=[N:23][CH:24]=[CH:25][CH:26]=[C:21]3[C:20]([C:27]([O:29]C)=O)=[N:19]2)[CH:5]=[C:6]([C:8]#[C:9][C@:10]2([OH:17])[CH2:14][CH2:13][N:12]([CH3:15])[C:11]2=[O:16])[CH:7]=1.[NH3:31]. (5) Given the product [CH3:1][O:2][C:3]([N:5]([CH2:6][CH2:7][OH:8])[C:10]1[CH:11]=[CH:12][CH:13]=[CH:14][CH:15]=1)=[O:4], predict the reactants needed to synthesize it. The reactants are: [CH3:1][O:2][C:3]([N:5]([C:10]1[CH:15]=[CH:14][CH:13]=[CH:12][CH:11]=1)[CH2:6][C:7](O)=[O:8])=[O:4].CO.